From a dataset of Catalyst prediction with 721,799 reactions and 888 catalyst types from USPTO. Predict which catalyst facilitates the given reaction. Reactant: Cl[C:2]1[N:7]=[C:6](Cl)[C:5]([CH2:9][NH:10][C:11]2[CH:16]=[CH:15][C:14]([O:17][CH3:18])=[CH:13][CH:12]=2)=[CH:4][N:3]=1.C([Li])CCC.[CH:24]1([N:30]=[C:31]=[O:32])[CH2:29][CH2:28][CH2:27][CH2:26][CH2:25]1.[NH2:33][C:34]1[CH:39]=[CH:38][CH:37]=[CH:36][CH:35]=1. Product: [CH:24]1([N:30]2[C:6]3=[N:7][C:2]([NH:33][C:34]4[CH:39]=[CH:38][CH:37]=[CH:36][CH:35]=4)=[N:3][CH:4]=[C:5]3[CH2:9][N:10]([C:11]3[CH:16]=[CH:15][C:14]([O:17][CH3:18])=[CH:13][CH:12]=3)[C:31]2=[O:32])[CH2:29][CH2:28][CH2:27][CH2:26][CH2:25]1. The catalyst class is: 453.